Dataset: Full USPTO retrosynthesis dataset with 1.9M reactions from patents (1976-2016). Task: Predict the reactants needed to synthesize the given product. (1) Given the product [N:1]([CH2:4][CH:5]1[NH:10][C:9]2[C:11]([C:21]3[CH:22]=[CH:23][C:18]([Cl:17])=[CH:19][C:20]=3[CH3:27])=[CH:12][C:13]([F:15])=[CH:14][C:8]=2[O:7][CH2:6]1)=[N+:2]=[N-:3], predict the reactants needed to synthesize it. The reactants are: [N:1]([CH2:4][CH:5]1[NH:10][C:9]2[C:11](Br)=[CH:12][C:13]([F:15])=[CH:14][C:8]=2[O:7][CH2:6]1)=[N+:2]=[N-:3].[Cl:17][C:18]1[CH:23]=[CH:22][C:21](B(O)O)=[C:20]([CH3:27])[CH:19]=1. (2) Given the product [F:22][C:23]1[CH:30]=[CH:29][CH:28]=[CH:27][C:24]=1[CH2:25][N:3]1[C:2](=[O:1])[C:11]2[C:6](=[CH:7][C:8]([C:12]([O:14][CH3:15])=[O:13])=[CH:9][CH:10]=2)[N:5]=[CH:4]1, predict the reactants needed to synthesize it. The reactants are: [O:1]=[C:2]1[C:11]2[C:6](=[CH:7][C:8]([C:12]([O:14][CH3:15])=[O:13])=[CH:9][CH:10]=2)[N:5]=[CH:4][NH:3]1.C([O-])([O-])=O.[K+].[K+].[F:22][C:23]1[CH:30]=[CH:29][CH:28]=[CH:27][C:24]=1[CH2:25]Cl.